From a dataset of Peptide-MHC class I binding affinity with 185,985 pairs from IEDB/IMGT. Regression. Given a peptide amino acid sequence and an MHC pseudo amino acid sequence, predict their binding affinity value. This is MHC class I binding data. (1) The peptide sequence is RRDYRRGL. The MHC is HLA-B40:01 with pseudo-sequence HLA-B40:01. The binding affinity (normalized) is 0.1000. (2) The peptide sequence is MMQDREDQSI. The MHC is HLA-A02:01 with pseudo-sequence HLA-A02:01. The binding affinity (normalized) is 0.934. (3) The peptide sequence is STPAILHIM. The MHC is HLA-A26:02 with pseudo-sequence HLA-A26:02. The binding affinity (normalized) is 0.898. (4) The peptide sequence is LPAEVRAAF. The MHC is HLA-B57:01 with pseudo-sequence HLA-B57:01. The binding affinity (normalized) is 0.0847. (5) The peptide sequence is NIERQDYRR. The MHC is HLA-A68:02 with pseudo-sequence HLA-A68:02. The binding affinity (normalized) is 0. (6) The peptide sequence is TTFPVNGGY. The MHC is HLA-B35:01 with pseudo-sequence HLA-B35:01. The binding affinity (normalized) is 0.577. (7) The peptide sequence is RTSKAPLER. The MHC is HLA-A29:02 with pseudo-sequence HLA-A29:02. The binding affinity (normalized) is 0. (8) The peptide sequence is EVIPYTPAM. The MHC is HLA-A24:03 with pseudo-sequence HLA-A24:03. The binding affinity (normalized) is 0.0847.